Task: Predict which catalyst facilitates the given reaction.. Dataset: Catalyst prediction with 721,799 reactions and 888 catalyst types from USPTO (1) Reactant: [Cl:1][C:2]1[CH:3]=[CH:4][C:5]2[N:6]([N:8]=[C:9]([N:11]([C:17]3[CH:22]=[CH:21][C:20]([S:23]([CH3:26])(=[O:25])=[O:24])=[CH:19][C:18]=3[O:27][CH3:28])[C:12](=[O:16])[O:13][CH2:14]Cl)[N:10]=2)[CH:7]=1.[C:29]([O:33][C:34]([NH:36][C@@H:37]([CH:41]([CH3:43])[CH3:42])[C:38]([O-:40])=[O:39])=[O:35])([CH3:32])([CH3:31])[CH3:30].[Cs+].O. Product: [C:29]([O:33][C:34]([NH:36][C@H:37]([C:38]([O:40][CH2:14][O:13][C:12](=[O:16])[N:11]([C:9]1[N:10]=[C:5]2[CH:4]=[CH:3][C:2]([Cl:1])=[CH:7][N:6]2[N:8]=1)[C:17]1[CH:22]=[CH:21][C:20]([S:23]([CH3:26])(=[O:24])=[O:25])=[CH:19][C:18]=1[O:27][CH3:28])=[O:39])[CH:41]([CH3:42])[CH3:43])=[O:35])([CH3:30])([CH3:32])[CH3:31]. The catalyst class is: 3. (2) Reactant: S([O-])([O-])(=O)=O.[Mg+2].S(=O)(=O)(O)O.[CH3:12][O:13][C:14]1[CH:19]=[CH:18][C:17]([CH2:20][CH2:21][C:22]([OH:24])=[O:23])=[CH:16][CH:15]=1.[C:25](O)([CH3:28])([CH3:27])[CH3:26]. Product: [CH3:12][O:13][C:14]1[CH:15]=[CH:16][C:17]([CH2:20][CH2:21][C:22]([O:24][C:25]([CH3:28])([CH3:27])[CH3:26])=[O:23])=[CH:18][CH:19]=1. The catalyst class is: 4. (3) Reactant: Br.[NH2:2][C:3]1[S:4][CH:5]=[C:6]([C:8]([OH:10])=O)[N:7]=1.Cl.[C:12]([N:19]1[CH2:24][CH2:23][CH:22]([NH2:25])[CH2:21][CH2:20]1)([O:14][C:15]([CH3:18])([CH3:17])[CH3:16])=[O:13].CN(C1C=CC=CN=1)C.Cl.CN(C)CCCN=C=NCC. Product: [NH2:2][C:3]1[S:4][CH:5]=[C:6]([C:8]([NH:25][CH:22]2[CH2:21][CH2:20][N:19]([C:12]([O:14][C:15]([CH3:18])([CH3:17])[CH3:16])=[O:13])[CH2:24][CH2:23]2)=[O:10])[N:7]=1. The catalyst class is: 120. (4) Reactant: [BH4-].[Na+].[CH2:3]([C:5]1[CH:10]=[CH:9][CH:8]=[C:7]([CH2:11][CH3:12])[C:6]=1[C:13]1[CH:22]=[C:21]([O:23][CH3:24])[C:20]2[C:19](=[O:25])[CH2:18][CH2:17][CH2:16][C:15]=2[N:14]=1)[CH3:4]. Product: [CH2:3]([C:5]1[CH:10]=[CH:9][CH:8]=[C:7]([CH2:11][CH3:12])[C:6]=1[C:13]1[CH:22]=[C:21]([O:23][CH3:24])[C:20]2[CH:19]([OH:25])[CH2:18][CH2:17][CH2:16][C:15]=2[N:14]=1)[CH3:4]. The catalyst class is: 5.